From a dataset of Peptide-MHC class I binding affinity with 185,985 pairs from IEDB/IMGT. Regression. Given a peptide amino acid sequence and an MHC pseudo amino acid sequence, predict their binding affinity value. This is MHC class I binding data. (1) The peptide sequence is KTDVIDLLY. The MHC is HLA-B15:17 with pseudo-sequence HLA-B15:17. The binding affinity (normalized) is 0.852. (2) The peptide sequence is LNYLYEEL. The MHC is H-2-Kb with pseudo-sequence H-2-Kb. The binding affinity (normalized) is 0.819. (3) The peptide sequence is TLILSNKLLY. The MHC is HLA-A31:01 with pseudo-sequence HLA-A31:01. The binding affinity (normalized) is 0.0946. (4) The peptide sequence is LVMLLVHYAI. The MHC is HLA-A02:06 with pseudo-sequence HLA-A02:06. The binding affinity (normalized) is 0.536.